From a dataset of Peptide-MHC class II binding affinity with 134,281 pairs from IEDB. Regression. Given a peptide amino acid sequence and an MHC pseudo amino acid sequence, predict their binding affinity value. This is MHC class II binding data. (1) The peptide sequence is AFKVAATAANAAPAH. The MHC is DRB1_1001 with pseudo-sequence DRB1_1001. The binding affinity (normalized) is 0.897. (2) The peptide sequence is KYTATISGLKPGVDY. The MHC is HLA-DQA10401-DQB10402 with pseudo-sequence HLA-DQA10401-DQB10402. The binding affinity (normalized) is 0.375. (3) The peptide sequence is SFKVAATAANAAPAN. The MHC is DRB1_0701 with pseudo-sequence DRB1_0701. The binding affinity (normalized) is 0.478. (4) The peptide sequence is AAGTAAQAAVVRFQE. The MHC is HLA-DPA10103-DPB10201 with pseudo-sequence HLA-DPA10103-DPB10201. The binding affinity (normalized) is 0.106. (5) The peptide sequence is AVMLTFDNAGMWNVR. The MHC is DRB1_1501 with pseudo-sequence DRB1_1501. The binding affinity (normalized) is 0.623.